This data is from Catalyst prediction with 721,799 reactions and 888 catalyst types from USPTO. The task is: Predict which catalyst facilitates the given reaction. (1) Reactant: CC(C)(OC([NH:7][C@H:8]([CH2:13][C:14]1[CH:19]=[C:18]([F:20])[CH:17]=[CH:16][C:15]=1[F:21])[CH2:9][C:10]([OH:12])=O)=O)C.[CH2:23]([N:25]=[C:26]=[N:27][CH2:28][CH2:29][CH2:30]N(C)C)[CH3:24].[OH:34]C1C2N=NNC=2C=CC=1.C([N:47]([CH:50](C)C)CC)(C)C.[F:53][C:54]([F:59])([F:58])C(O)=O. Product: [NH2:7][C@H:8]([CH2:13][C:14]1[CH:19]=[C:18]([F:20])[CH:17]=[CH:16][C:15]=1[F:21])[CH2:9][C:10]([N:47]1[CH2:50][CH2:30][C:29]2[C:28]([OH:34])=[N:27][C:26]([C:54]([F:59])([F:58])[F:53])=[N:25][C:23]=2[CH2:24]1)=[O:12]. The catalyst class is: 4. (2) Reactant: [NH2:1][O:2][CH2:3][CH2:4][NH:5][S:6]([CH3:9])(=[O:8])=[O:7].[F:10][C:11]1[CH:16]=[C:15]([I:17])[CH:14]=[CH:13][C:12]=1[NH:18][C:19]1[C:23]2[CH:24]=[N:25][CH:26]=[CH:27][C:22]=2[O:21][C:20]=1[C:28](O)=[O:29].C(Cl)CCl.C1C=CC2N(O)N=NC=2C=1.CCN(C(C)C)C(C)C. Product: [CH3:9][S:6]([NH:5][CH2:4][CH2:3][O:2][NH:1][C:28]([C:20]1[O:21][C:22]2[CH:27]=[CH:26][N:25]=[CH:24][C:23]=2[C:19]=1[NH:18][C:12]1[CH:13]=[CH:14][C:15]([I:17])=[CH:16][C:11]=1[F:10])=[O:29])(=[O:8])=[O:7]. The catalyst class is: 118.